Dataset: Experimentally validated miRNA-target interactions with 360,000+ pairs, plus equal number of negative samples. Task: Binary Classification. Given a miRNA mature sequence and a target amino acid sequence, predict their likelihood of interaction. (1) The miRNA is hsa-miR-4287 with sequence UCUCCCUUGAGGGCACUUU. The protein sequence of the target gene is MMAGCGEIDHSINMLPTNRKANESCSNTAPSLTVPECAICLQTCVHPVSLPCKHVFCYLCVKGASWLGKRCALCRQEIPEDFLDKPTLLSPEELKAASRGNGEYAWYYEGRNGWWQYDERTSRELEDAFSKGKKNTEMLIAGFLYVADLENMVQYRRNEHGRRRKIKRDIIDIPKKGVAGLRLDCDANTVNLARESSADGADSVSAQSGASVQPLVSSVRPLTSVDGQLTSPATPSPDASTSLEDSFAHLQLSGDNTAERSHRGEGEEDHESPSSGRVPAPDTSIEETESDASSDSEDVS.... Result: 1 (interaction). (2) The miRNA is mmu-miR-3110-5p with sequence UUCUGCCUCCCCUGAAGGCUC. The protein sequence of the target gene is MSILLPNMAEFDTISELEEEEEAATSSSSPSSSPSSSSSSSVSGPDEDEEDEEEEEEEDEEEEDEEEEEEEVPPPPRVVSEEHLRRYAPDPVLVRGAGHITVFGLSNKFDTEFPSVLTGKVAPEEFKTSIGRVNSCLKKALPVNVKWLLCGCLCCCCTLGCSLWPVICLNKRTRRSIQKLLEWENNRLYHKLALHWKLTKRKCETSNMMEYVILIEFLPKYPIFRPD. Result: 1 (interaction). (3) The miRNA is hsa-miR-6510-3p with sequence CACCGACUCUGUCUCCUGCAG. The protein sequence of the target gene is MYAAVEHGPVLCSDSNILCLSWKGRVPKSEKEKPVCRRRYYEEGWLATGNGRGVVGVTFTSSHCRRDRSTPQRINFNLRGHNSEVVLVRWNEPYQKLATCDADGGIFVWIQYEGRWSVELVNDRGAQVSDFTWSHDGTQALISYRDGFVLVGSVSGQRHWSSEINLESQITCGIWTPDDQQVLFGTADGQVIVMDCHGRMLAHVLLHESDGILSMSWNYPIFLVEDSSESDTDSDDYSPPQDGPAAYPIPVQNTKPLLTVSFTSGDISLMNNYDDLSPTVIRSGLKEVVAQWCTQGDLLA.... Result: 0 (no interaction). (4) The miRNA is hsa-miR-4804-3p with sequence UGCUUAACCUUGCCCUCGAAA. The protein sequence of the target gene is MVINLCLPQFRPRIHCNKISADGYEVENLISEDLTKRSHGFRTEYFIKPPVYVTVSFPFNVEICRINIDLTAGGGQNVTGLEMYTSASSSRVSWNTPQCRTLGPAEPSVPDKEAFTLVGKVLLKNQSQVVFSHRGFKARPPFGAMEATLPSPAVVAQELWNKGALSLSHVAHLRICITHVTGGGIPCIKRLEVWGQPAKTCSQEVIDSILLVTSENLPQDVALQAPALPMESDCDPGDQPESQQAPSSLQKLAEIIQDVPEEFLDPITLEIMPCPMLLPSGKVIDQSTLEKCNRSEATWG.... Result: 0 (no interaction). (5) The miRNA is hsa-miR-4694-5p with sequence AGGUGUUAUCCUAUCCAUUUGC. The protein sequence of the target gene is MELAMDNSYAFNQRSTCNGIPSEKKNNFLVSEDHGQKILSVLQNFREQNVFYDFKIIMKDEIIPCHRCVLAACSDFFRAMFEVNMKERDDGSVTITNLSSKAVKAFLDYAYTGKTKITDDNVEMFFQLSSFLQVSFLSKACSDFLIKSINLVNCLQLLSISDSYGSTSLFDHALHFVQHHFSLLFKSSDFLEMNFGVLQKCLESDELNVPEEEMVLKVVLSWTKHNLESRQKYLPHLIEKVRLHQLSEETLQDCLFNEESLLKSTNCFDIIMDAIKCVQGSGGLFPDARPSTTEKYIFIH.... Result: 0 (no interaction). (6) The miRNA is mmu-miR-147-3p with sequence GUGUGCGGAAAUGCUUCUGCUA. Result: 0 (no interaction). The protein sequence of the target gene is MELGPEPPHRRRLLFACSPPPASQPVVKALFGASAAGGLSPVTNLTVTMDQLQGLGSDYEQPLEVKNNSNLQRMGSSESTDSGFCLDSPGPLDSKENLENPMRRIHSLPQKLLGCSPALKRSHSDSLDHDIFQLIDPDENKENEAFEFKKPVRPVSRGCLHSHGLQEGKDLFTQRQNSAPARMLSSNERDSSEPGNFIPLFTPQSPVTATLSDEDDGFVDLLDGENLKNEEETPSCMASLWTAPLVMRTTNLDNRCKLFDSPSLCSSSTRSVLKRPERSQEESPPGSTKRRKSMSGASPK.... (7) The miRNA is hsa-miR-6733-3p with sequence UCAGUGUCUGGAUUUCCUAG. The protein sequence of the target gene is MHRTTRIKITELNPHLMCALCGGYFIDATTIVECLHSFCKTCIVRYLETNKYCPMCDVQVHKTRPLLSIRSDKTLQDIVYKLVPGLFKDEMKRRRDFYAAYPLTEVPNGSNEDRGEVLEQEKGALGDDEIVSLSIEFYEGVRDREEKKNLTENGDGDKEKTGVRFLRCPAAMTVMHLAKFLRNKMDVPSKYKVEILYEDEPLKEYYTLMDIAYIYPWRRNGPLPLKYRVQPACKRLTLPTVPTPSEGTNTSGASECESVSDKAPSPATLPATSSSLPSPATPSHGSPSSHGPPATHPTSP.... Result: 0 (no interaction). (8) The miRNA is hsa-miR-30c-2-3p with sequence CUGGGAGAAGGCUGUUUACUCU. The protein sequence of the target gene is MQWNVPRTVSRLARRTCLEPHNAGLFGHCQNVKGPLLLYNAESKVVLVQGPQKQWLHLSAAQCVAKERRPLDAHPPQPGVLRHKQGKQHVSFRRVFSSSATAQGTPEKKEEPDPLQDKSISLYQRFKKTFRQYGKVLIPVHLITSGVWFGTFYYAALKGVNVVPFLELIGLPDSVVSILKNSQSGNALTAYALFKIATPARYTVTLGGTSVTVKYLRSHGYMSTPPPVKEYLQDRMEETKELITEKMEETKDRLTEKLQETKEKVSFKKKVE. Result: 1 (interaction). (9) The miRNA is hsa-miR-7106-5p with sequence UGGGAGGAGGGGAUCUUGGG. The protein sequence of the target gene is MDNSWRLGPAIGLSAGQSQLLVSLLLLLTRVQPGTDVAAPEHISYVPQLSNDTLAGRLTLSTFTLEQPLGQFSSHNISDLDTIWLVVALSNATQSFTAPRTNQDIPAPANFSQRGYYLTLRANRVLYQTRGQLHVLRVGNDTHCQPTKIGCNHPLPGPGPYRVKFLVMNDEGPVAETKWSSDTRLQQAQALRAVPGPQSPGTVVIIAILSILLAVLLTVLLAVLIYTCFNSCRSTSLSGPEEAGSVRRYTTHLAFSTPAEGAS. Result: 1 (interaction).